Dataset: Forward reaction prediction with 1.9M reactions from USPTO patents (1976-2016). Task: Predict the product of the given reaction. (1) Given the reactants [BH4-].[Li+].[F:3][C:4]1[C:9]([CH:10]([CH3:12])[CH3:11])=[CH:8][C:7]([C:13]2[C:14]([C:24](OC)=[O:25])=[CH:15][C:16]([C:20]([F:23])([F:22])[F:21])=[C:17]([CH3:19])[CH:18]=2)=[C:6]([O:28][CH3:29])[CH:5]=1, predict the reaction product. The product is: [F:3][C:4]1[C:9]([CH:10]([CH3:12])[CH3:11])=[CH:8][C:7]([C:13]2[CH:18]=[C:17]([CH3:19])[C:16]([C:20]([F:23])([F:22])[F:21])=[CH:15][C:14]=2[CH2:24][OH:25])=[C:6]([O:28][CH3:29])[CH:5]=1. (2) Given the reactants [NH2:1][C:2]1[CH:7]=[C:6]([CH2:8][CH2:9][CH3:10])[N:5]=[CH:4][C:3]=1[NH:11][C:12](=O)[CH3:13].C(N(C)C)C.[AlH3].C1(C)C=CC=CC=1.C([O-])([O-])=O.[Na+].[Na+], predict the reaction product. The product is: [CH2:12]([NH:11][C:3]1[CH:4]=[N:5][C:6]([CH2:8][CH2:9][CH3:10])=[CH:7][C:2]=1[NH2:1])[CH3:13]. (3) Given the reactants [C:1](O)([C:3](F)(F)F)=[O:2].[O:8]=[C:9]1[NH:13][CH2:12][C@H:11]([C@H:14]([O:16][C:17]2[C:18]3[N:19]([N:35]=[CH:36][C:37]=3[C:38]#[N:39])[CH:20]=[C:21]([C:23]3[CH:28]=[CH:27][C:26]([N:29]4[CH2:34][CH2:33][NH:32][CH2:31][CH2:30]4)=[CH:25][CH:24]=3)[N:22]=2)[CH3:15])[CH2:10]1.CCN(CC)CC.C(OC(=O)C)(=O)C, predict the reaction product. The product is: [C:1]([N:32]1[CH2:31][CH2:30][N:29]([C:26]2[CH:25]=[CH:24][C:23]([C:21]3[N:22]=[C:17]([O:16][C@@H:14]([C@@H:11]4[CH2:10][C:9](=[O:8])[NH:13][CH2:12]4)[CH3:15])[C:18]4[N:19]([N:35]=[CH:36][C:37]=4[C:38]#[N:39])[CH:20]=3)=[CH:28][CH:27]=2)[CH2:34][CH2:33]1)(=[O:2])[CH3:3]. (4) The product is: [CH3:1][C:2]([CH3:9])([CH2:3][CH2:4][CH2:5][CH2:6][CH2:7][CH3:8])[C:10](=[NH:11])[CH3:12]. Given the reactants [CH3:1][C:2]([C:10]#[N:11])([CH3:9])[CH2:3][CH2:4][CH2:5][CH2:6][CH2:7][CH3:8].[CH2:12](OCC)C, predict the reaction product. (5) Given the reactants [Br:1][C:2]1[CH:3]=[CH:4][C:5]([F:12])=[C:6]([CH:8]([OH:11])[CH2:9][CH3:10])[CH:7]=1.[Cr](O[Cr]([O-])(=O)=O)([O-])(=O)=O.[NH+]1C=CC=CC=1.[NH+]1C=CC=CC=1, predict the reaction product. The product is: [Br:1][C:2]1[CH:3]=[CH:4][C:5]([F:12])=[C:6]([C:8](=[O:11])[CH2:9][CH3:10])[CH:7]=1. (6) Given the reactants [C:1]([NH:4][C:5]([CH2:16][C:17]([C:19]1[CH:24]=[CH:23][C:22]([O:25][C:26]2[CH:31]=[CH:30][C:29]([C:32](=[O:35])[CH2:33]Cl)=[CH:28][CH:27]=2)=[CH:21][CH:20]=1)=[O:18])([C:11]([O:13][CH2:14][CH3:15])=[O:12])[C:6]([O:8][CH2:9][CH3:10])=[O:7])(=[O:3])[CH3:2].[C:36]([OH:40])(=[O:39])[CH2:37][CH3:38].CCN(CC)CC, predict the reaction product. The product is: [C:1]([NH:4][C:5]([CH2:16][C:17](=[O:18])[C:19]1[CH:24]=[CH:23][C:22]([O:25][C:26]2[CH:31]=[CH:30][C:29]([C:32](=[O:35])[CH2:33][O:40][C:36](=[O:39])[CH2:37][CH3:38])=[CH:28][CH:27]=2)=[CH:21][CH:20]=1)([C:11]([O:13][CH2:14][CH3:15])=[O:12])[C:6]([O:8][CH2:9][CH3:10])=[O:7])(=[O:3])[CH3:2].